This data is from Peptide-MHC class II binding affinity with 134,281 pairs from IEDB. The task is: Regression. Given a peptide amino acid sequence and an MHC pseudo amino acid sequence, predict their binding affinity value. This is MHC class II binding data. (1) The peptide sequence is RNVRFSDEGGFTCFF. The MHC is HLA-DQA10301-DQB10302 with pseudo-sequence HLA-DQA10301-DQB10302. The binding affinity (normalized) is 0.171. (2) The peptide sequence is VSTFSSGLVWGQKYF. The MHC is DRB5_0101 with pseudo-sequence DRB5_0101. The binding affinity (normalized) is 0.526.